Dataset: NCI-60 drug combinations with 297,098 pairs across 59 cell lines. Task: Regression. Given two drug SMILES strings and cell line genomic features, predict the synergy score measuring deviation from expected non-interaction effect. (1) Drug 1: CC12CCC3C(C1CCC2=O)CC(=C)C4=CC(=O)C=CC34C. Drug 2: CC1C(C(CC(O1)OC2CC(OC(C2O)C)OC3=CC4=CC5=C(C(=O)C(C(C5)C(C(=O)C(C(C)O)O)OC)OC6CC(C(C(O6)C)O)OC7CC(C(C(O7)C)O)OC8CC(C(C(O8)C)O)(C)O)C(=C4C(=C3C)O)O)O)O. Cell line: NCI/ADR-RES. Synergy scores: CSS=15.6, Synergy_ZIP=0.913, Synergy_Bliss=-2.96, Synergy_Loewe=-3.16, Synergy_HSA=-3.67. (2) Drug 1: CC1=C2C(C(=O)C3(C(CC4C(C3C(C(C2(C)C)(CC1OC(=O)C(C(C5=CC=CC=C5)NC(=O)OC(C)(C)C)O)O)OC(=O)C6=CC=CC=C6)(CO4)OC(=O)C)OC)C)OC. Drug 2: CN(C(=O)NC(C=O)C(C(C(CO)O)O)O)N=O. Cell line: UACC62. Synergy scores: CSS=45.6, Synergy_ZIP=0.179, Synergy_Bliss=2.34, Synergy_Loewe=2.96, Synergy_HSA=5.02. (3) Cell line: OVCAR3. Synergy scores: CSS=-0.159, Synergy_ZIP=0.120, Synergy_Bliss=0.993, Synergy_Loewe=-26.3, Synergy_HSA=-6.30. Drug 1: CN1CCC(CC1)COC2=C(C=C3C(=C2)N=CN=C3NC4=C(C=C(C=C4)Br)F)OC. Drug 2: C1CNP(=O)(OC1)N(CCCl)CCCl. (4) Drug 1: CS(=O)(=O)C1=CC(=C(C=C1)C(=O)NC2=CC(=C(C=C2)Cl)C3=CC=CC=N3)Cl. Drug 2: C1=CC(=CC=C1CCC2=CNC3=C2C(=O)NC(=N3)N)C(=O)NC(CCC(=O)O)C(=O)O. Cell line: PC-3. Synergy scores: CSS=37.2, Synergy_ZIP=-0.971, Synergy_Bliss=-3.31, Synergy_Loewe=-23.1, Synergy_HSA=-3.46.